Dataset: Forward reaction prediction with 1.9M reactions from USPTO patents (1976-2016). Task: Predict the product of the given reaction. (1) Given the reactants C([O:3][C:4](=[O:31])[C@@H:5]([O:27][CH:28]([CH3:30])[CH3:29])[CH2:6][C:7]1[CH:12]=[CH:11][CH:10]=[C:9]([O:13][CH2:14][C@H:15]([OH:26])[CH2:16][O:17][C:18]2[CH:23]=[CH:22][C:21]([Cl:24])=[CH:20][C:19]=2[Cl:25])[CH:8]=1)C.[OH-].[Na+].Cl, predict the reaction product. The product is: [Cl:25][C:19]1[CH:20]=[C:21]([Cl:24])[CH:22]=[CH:23][C:18]=1[O:17][CH2:16][C@@H:15]([OH:26])[CH2:14][O:13][C:9]1[CH:8]=[C:7]([CH2:6][C@H:5]([O:27][CH:28]([CH3:29])[CH3:30])[C:4]([OH:31])=[O:3])[CH:12]=[CH:11][CH:10]=1. (2) Given the reactants [I:1][C:2]1[C:3]2[C:27]3=[CH:28][C:6]([CH2:7][CH2:8][CH2:9][CH2:10][CH2:11][C:12]4[O:38][C:15]([NH:16][C@@H:17]([CH:35]([CH3:37])[CH3:36])[C:18](=[O:34])[N:19]5[CH2:29][C@H:22]([O:23][C:24]3=[N:25][CH:26]=1)[CH2:21][C@H:20]5[C:30]([O:32]C)=[O:31])=[N:14][N:13]=4)=[CH:5][CH:4]=2.[Li+].[OH-].Cl, predict the reaction product. The product is: [I:1][C:2]1[C:3]2[C:27]3=[CH:28][C:6]([CH2:7][CH2:8][CH2:9][CH2:10][CH2:11][C:12]4[O:38][C:15]([NH:16][C@@H:17]([CH:35]([CH3:36])[CH3:37])[C:18](=[O:34])[N:19]5[CH2:29][C@H:22]([O:23][C:24]3=[N:25][CH:26]=1)[CH2:21][C@H:20]5[C:30]([OH:32])=[O:31])=[N:14][N:13]=4)=[CH:5][CH:4]=2. (3) Given the reactants [CH2:1]([C:5]1[CH:6]=[C:7]2[C:12](=[C:13]([O:15][C@H:16]3[CH2:20][CH2:19][N:18](C(OC(C)(C)C)=O)[CH2:17]3)[CH:14]=1)[N:11]=[CH:10][CH:9]=[CH:8]2)[CH2:2][CH2:3][CH3:4].Cl, predict the reaction product. The product is: [CH2:1]([C:5]1[CH:6]=[C:7]2[C:12](=[C:13]([O:15][C@H:16]3[CH2:20][CH2:19][NH:18][CH2:17]3)[CH:14]=1)[N:11]=[CH:10][CH:9]=[CH:8]2)[CH2:2][CH2:3][CH3:4]. (4) Given the reactants [CH2:1]([O:8][C@H:9]1[C@H:14]([O:15][CH2:16][C:17]2[CH:22]=[CH:21][CH:20]=[CH:19][CH:18]=2)[C@H:13]([O:23][CH2:24][C:25]2[CH:30]=[CH:29][CH:28]=[CH:27][CH:26]=2)[C@H:12]([CH3:31])[O:11][C@H:10]1[CH2:32][CH:33]=[CH2:34])[C:2]1[CH:7]=[CH:6][CH:5]=[CH:4][CH:3]=1.B1C2CCCC1CCC2.C([OH:46])C.[OH-].[Na+].OO, predict the reaction product. The product is: [CH2:1]([O:8][C@H:9]1[C@H:14]([O:15][CH2:16][C:17]2[CH:18]=[CH:19][CH:20]=[CH:21][CH:22]=2)[C@H:13]([O:23][CH2:24][C:25]2[CH:30]=[CH:29][CH:28]=[CH:27][CH:26]=2)[C@H:12]([CH3:31])[O:11][C@H:10]1[CH2:32][CH2:33][CH2:34][OH:46])[C:2]1[CH:3]=[CH:4][CH:5]=[CH:6][CH:7]=1. (5) Given the reactants [Cl-].COC1N=C(OC)N=C([N+]2(C)CCOCC2)N=1.[CH:19]1([CH:22]([OH:36])[C:23]2[C:27]([C:28]([F:31])([F:30])[F:29])=[C:26]([C:32]([OH:34])=O)[N:25]([CH3:35])[N:24]=2)[CH2:21][CH2:20]1.[NH2:37][C:38]1[CH:39]=[CH:40][C:41]([Cl:50])=[C:42]([CH:49]=1)[C:43]([NH:45][CH:46]1[CH2:48][CH2:47]1)=[O:44], predict the reaction product. The product is: [Cl:50][C:41]1[CH:40]=[CH:39][C:38]([NH:37][C:32]([C:26]2[N:25]([CH3:35])[N:24]=[C:23]([CH:22]([CH:19]3[CH2:20][CH2:21]3)[OH:36])[C:27]=2[C:28]([F:29])([F:30])[F:31])=[O:34])=[CH:49][C:42]=1[C:43](=[O:44])[NH:45][CH:46]1[CH2:48][CH2:47]1. (6) Given the reactants [NH2:1][C:2]1[CH:6]=[CH:5][NH:4][N:3]=1.[CH2:7]([N:9]1[C:17]2[C:12](=[CH:13][CH:14]=[CH:15][CH:16]=2)[C:11](C(=O)CC#N)=[CH:10]1)[CH3:8], predict the reaction product. The product is: [CH2:7]([N:9]1[C:17]2[C:12](=[CH:13][CH:14]=[CH:15][CH:16]=2)[C:11]([C:5]2[CH:6]=[C:2]([NH2:1])[NH:3][N:4]=2)=[CH:10]1)[CH3:8].